This data is from Forward reaction prediction with 1.9M reactions from USPTO patents (1976-2016). The task is: Predict the product of the given reaction. (1) Given the reactants Br[CH:2]([CH3:9])[CH2:3][CH:4]1[O:8][CH2:7][CH2:6][O:5]1.Cl[C:11]1[N:16]=[CH:15][C:14]([F:17])=[CH:13][N:12]=1, predict the reaction product. The product is: [O:5]1[CH2:6][CH2:7][O:8][CH:4]1[CH2:3][CH:2]([C:11]1[N:16]=[CH:15][C:14]([F:17])=[CH:13][N:12]=1)[CH3:9]. (2) The product is: [C:26]([CH2:29][CH2:30][CH2:31][CH2:32][CH2:33][N+:34]1[CH:35]=[CH:36][C:37](/[CH:40]=[CH:23]/[C:17]2[C:18](=[O:22])[O:19][C:20]3[C:15]([CH:16]=2)=[CH:14][CH:13]=[C:12]([N:4]([CH2:2][CH3:3])[CH2:5][CH2:6][CH2:7][S:8]([O-:11])(=[O:9])=[O:10])[CH:21]=3)=[CH:38][CH:39]=1)([OH:28])=[O:27].[CH3:2][N+:4]([CH2:12][C:41]([OH:43])=[O:42])([CH3:26])[CH3:5]. Given the reactants [Na+].[CH2:2]([N:4]([C:12]1[CH:21]=[C:20]2[C:15]([CH:16]=[C:17]([CH:23]=O)[C:18](=[O:22])[O:19]2)=[CH:14][CH:13]=1)[CH2:5][CH2:6][CH2:7][S:8]([O-:11])(=[O:10])=[O:9])[CH3:3].[Br-].[C:26]([CH2:29][CH2:30][CH2:31][CH2:32][CH2:33][N+:34]1[CH:39]=[CH:38][C:37]([CH3:40])=[CH:36][CH:35]=1)([OH:28])=[O:27].[CH3:41][OH:42].[OH2:43], predict the reaction product. (3) Given the reactants [N:1]1[C:10]2[C:5](=[CH:6][C:7]([C:11]3([C:14]4[N:18]5[CH:19]=[C:20]([C:23]6[CH:28]=[CH:27][C:26]([C:29]7([C:32]([OH:34])=O)[CH2:31][CH2:30]7)=[CH:25][CH:24]=6)[CH:21]=[N:22][C:17]5=[N:16][CH:15]=4)[CH2:13][CH2:12]3)=[CH:8][CH:9]=2)[CH:4]=[CH:3][CH:2]=1.[CH2:35]([NH2:37])[CH3:36].F[P-](F)(F)(F)(F)F.N1(O[P+](N(C)C)(N(C)C)N(C)C)C2C=CC=CC=2N=N1.C(N(CC)C(C)C)(C)C, predict the reaction product. The product is: [CH2:35]([NH:37][C:32]([C:29]1([C:26]2[CH:25]=[CH:24][C:23]([C:20]3[CH:21]=[N:22][C:17]4[N:18]([C:14]([C:11]5([C:7]6[CH:6]=[C:5]7[C:10](=[CH:9][CH:8]=6)[N:1]=[CH:2][CH:3]=[CH:4]7)[CH2:13][CH2:12]5)=[CH:15][N:16]=4)[CH:19]=3)=[CH:28][CH:27]=2)[CH2:31][CH2:30]1)=[O:34])[CH3:36]. (4) Given the reactants [Li]CCCC.[Cl:6][C:7]1[CH:12]=[C:11]([F:13])[CH:10]=[C:9]([Cl:14])[C:8]=1[O:15][CH2:16][CH2:17][C:18]([F:21])([F:20])[F:19].[C:22](=[O:24])=[O:23].[OH-].[Na+], predict the reaction product. The product is: [Cl:6][C:7]1[C:8]([O:15][CH2:16][CH2:17][C:18]([F:21])([F:19])[F:20])=[C:9]([Cl:14])[CH:10]=[C:11]([F:13])[C:12]=1[C:22]([OH:24])=[O:23]. (5) Given the reactants [Br:1][C:2]1[CH:7]=[CH:6][C:5]([S:8]([NH:11][CH2:12][C@H:13]2[CH2:18][CH2:17][C@H:16]([CH2:19][NH:20][C:21]3[N:30]=[C:29]([N:31]([CH3:33])[CH3:32])[C:28]4[C:23](=[CH:24][CH:25]=[CH:26][CH:27]=4)[N:22]=3)[CH2:15][CH2:14]2)(=[O:10])=[O:9])=[C:4]([O:34][C:35]([F:38])([F:37])[F:36])[CH:3]=1.[H-].[Na+].I[CH3:42], predict the reaction product. The product is: [Br:1][C:2]1[CH:7]=[CH:6][C:5]([S:8]([N:11]([CH2:12][C@H:13]2[CH2:18][CH2:17][C@H:16]([CH2:19][NH:20][C:21]3[N:30]=[C:29]([N:31]([CH3:33])[CH3:32])[C:28]4[C:23](=[CH:24][CH:25]=[CH:26][CH:27]=4)[N:22]=3)[CH2:15][CH2:14]2)[CH3:42])(=[O:10])=[O:9])=[C:4]([O:34][C:35]([F:36])([F:37])[F:38])[CH:3]=1.